From a dataset of Catalyst prediction with 721,799 reactions and 888 catalyst types from USPTO. Predict which catalyst facilitates the given reaction. Reactant: [NH2:1][C:2]1[N:7]=[C:6]([N:8]2[CH2:30][CH2:29][C:11]3([CH2:15][N:14]([C:16]([O:18][CH2:19][C:20]4[CH:25]=[CH:24][CH:23]=[CH:22][CH:21]=4)=[O:17])[C@H:13]([C:26]([OH:28])=[O:27])[CH2:12]3)[CH2:10][CH2:9]2)[CH:5]=[C:4]([O:31][C@H:32]([C:37]2[CH:42]=[CH:41][C:40](Br)=[CH:39][C:38]=2[N:44]2[CH:48]=[CH:47][C:46]([CH3:49])=[N:45]2)[C:33]([F:36])([F:35])[F:34])[N:3]=1.CC1(C)C(C)(C)OB(/[CH:58]=[CH:59]/[C:60]([O:62][CH2:63][CH3:64])=[O:61])O1.[CH2:66](O)C. Product: [NH2:1][C:2]1[N:7]=[C:6]([N:8]2[CH2:30][CH2:29][C:11]3([CH2:15][N:14]([C:16]([O:18][CH2:19]/[C:20](/[CH:25]=[CH2:66])=[CH:21]/[CH:22]=[CH:23]\[CH3:24])=[O:17])[C@H:13]([C:26]([OH:28])=[O:27])[CH2:12]3)[CH2:10][CH2:9]2)[CH:5]=[C:4]([O:31][C@H:32]([C:37]2[CH:42]=[CH:41][C:40](/[CH:58]=[CH:59]/[C:60]([O:62][CH2:63][CH3:64])=[O:61])=[CH:39][C:38]=2[N:44]2[CH:48]=[CH:47][C:46]([CH3:49])=[N:45]2)[C:33]([F:35])([F:34])[F:36])[N:3]=1. The catalyst class is: 235.